This data is from Catalyst prediction with 721,799 reactions and 888 catalyst types from USPTO. The task is: Predict which catalyst facilitates the given reaction. (1) Reactant: [OH:1][C:2]1[CH:7]=[CH:6][C:5]([C:8](=[O:11])[CH2:9][CH3:10])=[CH:4][CH:3]=1.[C:12](=O)([O-])[O-].[K+].[K+].S(OC)(OC)(=O)=O. Product: [CH3:12][O:1][C:2]1[CH:3]=[CH:4][C:5]([C:8](=[O:11])[CH2:9][CH3:10])=[CH:6][CH:7]=1. The catalyst class is: 10. (2) Reactant: [CH3:1][C:2]1[N:7]=[C:6]([NH:8][S:9]([C:12]2[S:16][C:15](Br)=[N:14][C:13]=2[CH3:18])(=[O:11])=[O:10])[CH:5]=[CH:4][CH:3]=1.[C:19]([C:21]1[CH:26]=[CH:25][C:24](B(O)O)=[CH:23][CH:22]=1)#[N:20].C(=O)([O-])[O-].[Cs+].[Cs+]. Product: [CH3:1][C:2]1[N:7]=[C:6]([NH:8][S:9]([C:12]2[S:16][C:15]([C:24]3[CH:25]=[CH:26][C:21]([C:19]#[N:20])=[CH:22][CH:23]=3)=[N:14][C:13]=2[CH3:18])(=[O:11])=[O:10])[CH:5]=[CH:4][CH:3]=1. The catalyst class is: 762. (3) Reactant: C[O:2][C:3](=[O:43])[C@@H:4]([NH:28][C:29]1[CH:34]=[CH:33][CH:32]=[CH:31][C:30]=1[C:35](=[O:42])[C:36]1[CH:41]=[CH:40][CH:39]=[CH:38][CH:37]=1)[CH2:5][C:6]1[CH:11]=[CH:10][C:9]([O:12][CH2:13][CH2:14][N:15]2[C:27]3[CH:26]=[CH:25][CH:24]=[CH:23][C:22]=3[C:21]3[C:16]2=[CH:17][CH:18]=[CH:19][CH:20]=3)=[CH:8][CH:7]=1.[OH-].[Na+]. Product: [C:35]([C:30]1[CH:31]=[CH:32][CH:33]=[CH:34][C:29]=1[NH:28][C@@H:4]([CH2:5][C:6]1[CH:11]=[CH:10][C:9]([O:12][CH2:13][CH2:14][N:15]2[C:16]3[CH:17]=[CH:18][CH:19]=[CH:20][C:21]=3[C:22]3[C:27]2=[CH:26][CH:25]=[CH:24][CH:23]=3)=[CH:8][CH:7]=1)[C:3]([OH:43])=[O:2])(=[O:42])[C:36]1[CH:37]=[CH:38][CH:39]=[CH:40][CH:41]=1. The catalyst class is: 92. (4) Reactant: [Br:1][C:2]1[S:17][C:5]2[N:6]([CH3:16])[C:7](=[O:15])[N:8]([CH2:11][CH2:12][CH2:13][OH:14])[C:9](=[O:10])[C:4]=2[C:3]=1[CH2:18][Br:19].CC1C=CC(S([O-])(=O)=O)=CC=1.C1C=C[NH+]=CC=1.[CH2:37]1[CH2:42][O:41][CH:40]=[CH:39][CH2:38]1.O. Product: [Br:1][C:2]1[S:17][C:5]2[N:6]([CH3:16])[C:7](=[O:15])[N:8]([CH2:11][CH2:12][CH2:13][O:14][CH:40]3[CH2:39][CH2:38][CH2:37][CH2:42][O:41]3)[C:9](=[O:10])[C:4]=2[C:3]=1[CH2:18][Br:19]. The catalyst class is: 2.